From a dataset of Forward reaction prediction with 1.9M reactions from USPTO patents (1976-2016). Predict the product of the given reaction. (1) Given the reactants Br[CH2:2][CH2:3][CH2:4][NH:5][S:6]([C:9]1[CH:14]=[CH:13][CH:12]=[C:11]([OH:15])[CH:10]=1)(=[O:8])=[O:7].[NH2:16][C:17]([C:25]1[CH:32]=[CH:31][C:28]([C:29]#[N:30])=[C:27]([F:33])[CH:26]=1)([C:19]1[N:20]([CH3:24])[CH:21]=[N:22][CH:23]=1)[CH3:18].CCN(CC)CC, predict the reaction product. The product is: [C:29]([C:28]1[CH:31]=[CH:32][C:25]([C:17]([NH:16][CH2:2][CH2:3][CH2:4][NH:5][S:6]([C:9]2[CH:14]=[CH:13][CH:12]=[C:11]([OH:15])[CH:10]=2)(=[O:8])=[O:7])([C:19]2[N:20]([CH3:24])[CH:21]=[N:22][CH:23]=2)[CH3:18])=[CH:26][C:27]=1[F:33])#[N:30]. (2) Given the reactants [F:1][C:2]1[CH:7]=[CH:6][C:5]([C:8]2[CH:9]=[C:10]3[CH2:15][CH2:14][CH2:13][N:11]3[N:12]=2)=[CH:4][CH:3]=1.[Br:16]N1C(=O)CCC1=O, predict the reaction product. The product is: [Br:16][C:9]1[C:8]([C:5]2[CH:4]=[CH:3][C:2]([F:1])=[CH:7][CH:6]=2)=[N:12][N:11]2[CH2:13][CH2:14][CH2:15][C:10]=12.